Predict the reactants needed to synthesize the given product. From a dataset of Full USPTO retrosynthesis dataset with 1.9M reactions from patents (1976-2016). (1) The reactants are: [F:1][C:2]1[CH:3]=[C:4]([CH:29]=[C:30]([N:32]2[CH2:37][CH2:36][O:35][CH2:34][CH2:33]2)[CH:31]=1)[C:5]([NH:7][C:8]1[C:17]2[C:12](=[CH:13][CH:14]=[CH:15][CH:16]=2)[C:11]([O:18][C:19]2[CH:24]=[CH:23][N:22]=[C:21](S(C)(=O)=O)[N:20]=2)=[CH:10][CH:9]=1)=[O:6].[NH:38]1[CH2:42][CH2:41][CH2:40][CH2:39]1. Given the product [F:1][C:2]1[CH:3]=[C:4]([CH:29]=[C:30]([N:32]2[CH2:37][CH2:36][O:35][CH2:34][CH2:33]2)[CH:31]=1)[C:5]([NH:7][C:8]1[C:17]2[C:12](=[CH:13][CH:14]=[CH:15][CH:16]=2)[C:11]([O:18][C:19]2[CH:24]=[CH:23][N:22]=[C:21]([N:38]3[CH2:42][CH2:41][CH2:40][CH2:39]3)[N:20]=2)=[CH:10][CH:9]=1)=[O:6], predict the reactants needed to synthesize it. (2) The reactants are: [C:1](Cl)(=[O:8])[C:2]1[CH:7]=[CH:6][CH:5]=[CH:4][CH:3]=1.[C:10]1([CH:16]([NH:19][C:20]([C:22]2[CH:23]=[C:24]3[C:28](=[CH:29][CH:30]=2)[NH:27][CH:26]=[CH:25]3)=[O:21])[CH2:17][CH3:18])[CH:15]=[CH:14][CH:13]=[CH:12][CH:11]=1.CCN(CC)CC. Given the product [C:1]([N:27]1[C:28]2[C:24](=[CH:23][C:22]([C:20]([NH:19][CH:16]([C:10]3[CH:11]=[CH:12][CH:13]=[CH:14][CH:15]=3)[CH2:17][CH3:18])=[O:21])=[CH:30][CH:29]=2)[CH:25]=[CH:26]1)(=[O:8])[C:2]1[CH:7]=[CH:6][CH:5]=[CH:4][CH:3]=1, predict the reactants needed to synthesize it. (3) Given the product [CH2:12]([N:14]1[CH2:19][CH2:18][N:17]([C:2]2[CH:11]=[CH:10][C:9]3[C:4](=[CH:5][CH:6]=[CH:7][CH:8]=3)[N:3]=2)[CH2:16][CH2:15]1)[CH3:13], predict the reactants needed to synthesize it. The reactants are: Cl[C:2]1[CH:11]=[CH:10][C:9]2[C:4](=[CH:5][CH:6]=[CH:7][CH:8]=2)[N:3]=1.[CH2:12]([N:14]1[CH2:19][CH2:18][NH:17][CH2:16][CH2:15]1)[CH3:13]. (4) Given the product [F:36][C:35]([F:38])([F:37])[C:33]([OH:39])=[O:34].[CH:1]([C:4]1[C:19]([O:20][C:21]2([CH3:32])[CH2:22][NH:23][CH2:24]2)=[CH:18][C:7]2[N:8]3[C@H:13]([CH3:14])[C:12](=[O:15])[NH:11][N:10]=[C:9]3[CH2:16][O:17][C:6]=2[CH:5]=1)([CH3:3])[CH3:2], predict the reactants needed to synthesize it. The reactants are: [CH:1]([C:4]1[C:19]([O:20][C:21]2([CH3:32])[CH2:24][N:23](C(OC(C)(C)C)=O)[CH2:22]2)=[CH:18][C:7]2[N:8]3[C@H:13]([CH3:14])[C:12](=[O:15])[NH:11][N:10]=[C:9]3[CH2:16][O:17][C:6]=2[CH:5]=1)([CH3:3])[CH3:2].[C:33]([OH:39])([C:35]([F:38])([F:37])[F:36])=[O:34].